This data is from Reaction yield outcomes from USPTO patents with 853,638 reactions. The task is: Predict the reaction yield, written as a fraction of the theoretical maximum amount of product (1.0 means a 100% yield; for example, 0.34 means a 34% yield). (1) The reactants are [NH2:1][C:2]1[N:7]=[CH:6][N:5]=[C:4]2[N:8]([CH2:12][C@H:13]3[CH2:17][CH2:16][CH2:15][N:14]3[C:18]([O:20][C:21]([CH3:24])([CH3:23])[CH3:22])=[O:19])[N:9]=[C:10](I)[C:3]=12.[F:25][C:26]1[CH:41]=[CH:40][CH:39]=[CH:38][C:27]=1[O:28][C:29]1[CH:34]=[CH:33][C:32](B(O)O)=[CH:31][CH:30]=1.C(=O)([O-])[O-].[Na+].[Na+]. The catalyst is O1CCOCC1.O.C1C=CC([P]([Pd]([P](C2C=CC=CC=2)(C2C=CC=CC=2)C2C=CC=CC=2)([P](C2C=CC=CC=2)(C2C=CC=CC=2)C2C=CC=CC=2)[P](C2C=CC=CC=2)(C2C=CC=CC=2)C2C=CC=CC=2)(C2C=CC=CC=2)C2C=CC=CC=2)=CC=1. The product is [NH2:1][C:2]1[N:7]=[CH:6][N:5]=[C:4]2[N:8]([CH2:12][C@@H:13]3[CH2:17][CH2:16][CH2:15][N:14]3[C:18]([O:20][C:21]([CH3:24])([CH3:23])[CH3:22])=[O:19])[N:9]=[C:10]([C:32]3[CH:31]=[CH:30][C:29]([O:28][C:27]4[CH:38]=[CH:39][CH:40]=[CH:41][C:26]=4[F:25])=[CH:34][CH:33]=3)[C:3]=12. The yield is 0.590. (2) The reactants are [CH:1]1([S:4]([C:7]2[CH:12]=[CH:11][C:10]([CH:13]([CH2:33][CH:34]3[CH2:39][CH2:38][O:37][CH2:36][CH2:35]3)[C:14](=[O:32])[CH2:15][CH2:16][C:17]([C:19]3[S:20][C:21]([CH2:24][O:25]C4CCCCO4)=[CH:22][N:23]=3)=[O:18])=[CH:9][CH:8]=2)(=[O:6])=[O:5])[CH2:3][CH2:2]1.Cl.C(=O)([O-])O.[Na+]. The catalyst is O1CCCC1. The product is [CH:1]1([S:4]([C:7]2[CH:8]=[CH:9][C:10]([CH:13]([CH2:33][CH:34]3[CH2:35][CH2:36][O:37][CH2:38][CH2:39]3)[C:14](=[O:32])[CH2:15][CH2:16][C:17]([C:19]3[S:20][C:21]([CH2:24][OH:25])=[CH:22][N:23]=3)=[O:18])=[CH:11][CH:12]=2)(=[O:6])=[O:5])[CH2:2][CH2:3]1. The yield is 0.730. (3) The reactants are [N:1]1([CH2:7][CH2:8][CH2:9][O:10][C:11]2[S:38][C:14]3[CH2:15][N:16](C(C4C=CC=CC=4)(C4C=CC=CC=4)C4C=CC=CC=4)[CH2:17][CH2:18][C:13]=3[CH:12]=2)[CH2:6][CH2:5][CH2:4][CH2:3][CH2:2]1.C(O)(C(F)(F)F)=O. The catalyst is C(Cl)Cl. The product is [N:1]1([CH2:7][CH2:8][CH2:9][O:10][C:11]2[S:38][C:14]3[CH2:15][NH:16][CH2:17][CH2:18][C:13]=3[CH:12]=2)[CH2:6][CH2:5][CH2:4][CH2:3][CH2:2]1. The yield is 0.830. (4) The reactants are [F:1][C:2]([F:26])([F:25])[C:3]1[N:7]2[N:8]=[C:9]([N:12]3[CH2:17][CH2:16][CH:15]([C:18]4[CH:23]=[CH:22][C:21]([OH:24])=[CH:20][CH:19]=4)[CH2:14][CH2:13]3)[CH:10]=[CH:11][C:6]2=[N:5][N:4]=1.Br[CH2:28][CH2:29][CH2:30][C:31]([F:34])([F:33])[F:32].C(=O)([O-])[O-].[K+].[K+]. The catalyst is CC(N(C)C)=O. The product is [F:32][C:31]([F:34])([F:33])[CH2:30][CH2:29][CH2:28][O:24][C:21]1[CH:22]=[CH:23][C:18]([CH:15]2[CH2:16][CH2:17][N:12]([C:9]3[CH:10]=[CH:11][C:6]4[N:7]([C:3]([C:2]([F:1])([F:25])[F:26])=[N:4][N:5]=4)[N:8]=3)[CH2:13][CH2:14]2)=[CH:19][CH:20]=1. The yield is 0.370. (5) The reactants are [CH2:1]([O:3][C:4]([C:6]1[C:15](=O)[C:14]2[C:9](=[CH:10][CH:11]=[C:12]([O:17][CH3:18])[N:13]=2)[NH:8][CH:7]=1)=[O:5])[CH3:2].P(Br)(Br)[Br:20].O.C(=O)([O-])[O-].[Na+].[Na+]. The catalyst is CN(C=O)C. The product is [CH2:1]([O:3][C:4]([C:6]1[CH:7]=[N:8][C:9]2[C:14]([C:15]=1[Br:20])=[N:13][C:12]([O:17][CH3:18])=[CH:11][CH:10]=2)=[O:5])[CH3:2]. The yield is 0.900. (6) The reactants are [CH:1]([O:4][C:5]1[CH:6]=[C:7]([NH:11][CH2:12][CH2:13][NH:14][CH2:15][C:16]2[CH:17]=[C:18]([C:22]([N:24]3[CH2:29][CH2:28][CH2:27][CH2:26][CH2:25]3)=[O:23])[CH:19]=[CH:20][CH:21]=2)[CH:8]=[CH:9][CH:10]=1)([CH3:3])[CH3:2].C=O.[C:32]([BH3-])#N.[Na+].C([O-])(O)=O.[Na+]. The catalyst is CC#N.C(O)(=O)C.CCOC(C)=O.O. The product is [CH:1]([O:4][C:5]1[CH:6]=[C:7]([NH:11][CH2:12][CH2:13][N:14]([CH2:15][C:16]2[CH:17]=[C:18]([C:22]([N:24]3[CH2:25][CH2:26][CH2:27][CH2:28][CH2:29]3)=[O:23])[CH:19]=[CH:20][CH:21]=2)[CH3:32])[CH:8]=[CH:9][CH:10]=1)([CH3:3])[CH3:2]. The yield is 0.130. (7) The reactants are [Br:1][C:2]1[CH:7]=[C:6]([O:8][CH3:9])[C:5]([O:10][CH2:11][C:12]2[CH:17]=[CH:16][C:15]([O:18][CH3:19])=[CH:14][CH:13]=2)=[CH:4][C:3]=1[C:20](=[O:27])[CH2:21][C:22]([O:24][CH2:25][CH3:26])=[O:23].[CH3:28]C(N(C)C)=O.CN(C=O)C.C(O)(=O)C.[NH2:43][C@H:44]([CH2:49][OH:50])[C:45]([CH3:48])([CH3:47])[CH3:46]. The catalyst is C1(C)C=CC=CC=1. The product is [Br:1][C:2]1[CH:7]=[C:6]([O:8][CH3:9])[C:5]([O:10][CH2:11][C:12]2[CH:13]=[CH:14][C:15]([O:18][CH3:19])=[CH:16][CH:17]=2)=[CH:4][C:3]=1[C:20](/[C:21](=[CH:28]/[NH:43][C@@H:44]([C:45]([CH3:48])([CH3:47])[CH3:46])[CH2:49][OH:50])/[C:22]([O:24][CH2:25][CH3:26])=[O:23])=[O:27]. The yield is 0.830.